This data is from Full USPTO retrosynthesis dataset with 1.9M reactions from patents (1976-2016). The task is: Predict the reactants needed to synthesize the given product. (1) The reactants are: [Cl:1][C:2]1[N:3]=[C:4]([CH2:17][O:18][CH3:19])[NH:5][C:6]=1[C:7]1[CH:8]=[C:9]([CH:13]=[CH:14][C:15]=1[CH3:16])[C:10]([OH:12])=O.CCN=C=NCCCN(C)C.Cl.Cl.[NH:33]1[CH2:38][CH2:37][CH:36]([C:39]2[CH:46]=[CH:45][C:42]([C:43]#[N:44])=[CH:41][CH:40]=2)[CH2:35][CH2:34]1. Given the product [Cl:1][C:2]1[N:3]=[C:4]([CH2:17][O:18][CH3:19])[NH:5][C:6]=1[C:7]1[CH:8]=[C:9]([CH:13]=[CH:14][C:15]=1[CH3:16])[C:10]([N:33]1[CH2:38][CH2:37][CH:36]([C:39]2[CH:46]=[CH:45][C:42]([C:43]#[N:44])=[CH:41][CH:40]=2)[CH2:35][CH2:34]1)=[O:12], predict the reactants needed to synthesize it. (2) Given the product [F:1][C:2]1[CH:7]=[CH:6][CH:5]=[CH:4][C:3]=1[NH:8][C:9]1[O:10][C:11]([C:18]([NH:20][C:21]2[CH:22]=[CH:23][C:24]([N:27]3[CH2:32][CH2:31][CH:30]([C:33]([OH:35])=[O:34])[CH2:29][CH2:28]3)=[N:25][CH:26]=2)=[O:19])=[C:12]([C:14]([F:16])([F:17])[F:15])[N:13]=1, predict the reactants needed to synthesize it. The reactants are: [F:1][C:2]1[CH:7]=[CH:6][CH:5]=[CH:4][C:3]=1[NH:8][C:9]1[O:10][C:11]([C:18]([NH:20][C:21]2[CH:22]=[CH:23][C:24]([N:27]3[CH2:32][CH2:31][CH:30]([C:33]([O:35]CC)=[O:34])[CH2:29][CH2:28]3)=[N:25][CH:26]=2)=[O:19])=[C:12]([C:14]([F:17])([F:16])[F:15])[N:13]=1. (3) Given the product [CH3:1][O:2][C:3]1[CH:4]=[C:5]2[C:9](=[CH:10][C:11]=1[O:12][CH3:13])[NH:8][C:7](=[O:14])/[C:6]/2=[CH:32]/[C:28]1[CH:27]=[C:26]2[C:31]([C:23](/[CH:22]=[CH:21]/[C:18]3[CH:17]=[CH:16][N:15]=[CH:20][CH:19]=3)=[N:24][NH:25]2)=[CH:30][CH:29]=1, predict the reactants needed to synthesize it. The reactants are: [CH3:1][O:2][C:3]1[CH:4]=[C:5]2[C:9](=[CH:10][C:11]=1[O:12][CH3:13])[NH:8][C:7](=[O:14])[CH2:6]2.[N:15]1[CH:20]=[CH:19][C:18](/[CH:21]=[CH:22]/[C:23]2[C:31]3[C:26](=[CH:27][C:28]([CH:32]=O)=[CH:29][CH:30]=3)[NH:25][N:24]=2)=[CH:17][CH:16]=1. (4) Given the product [F:1][C:2]1[CH:7]=[CH:6][C:5]([C:8]2[C:9]3[C:20]([C:21]#[N:22])=[CH:19][NH:18][C:10]=3[N:11]=[C:12]([O:39][CH2:38][CH2:37][N:32]3[CH2:36][CH2:35][CH2:34][CH2:33]3)[N:13]=2)=[C:4]([CH3:31])[CH:3]=1, predict the reactants needed to synthesize it. The reactants are: [F:1][C:2]1[CH:7]=[CH:6][C:5]([C:8]2[C:9]3[C:20]([C:21]#[N:22])=[CH:19][N:18](COCC[Si](C)(C)C)[C:10]=3[N:11]=[C:12](S(C)(=O)=O)[N:13]=2)=[C:4]([CH3:31])[CH:3]=1.[N:32]1([CH2:37][CH2:38][OH:39])[CH2:36][CH2:35][CH2:34][CH2:33]1.CCCC[N+](CCCC)(CCCC)CCCC.[F-]. (5) Given the product [NH2:3][C:8]1[N:13]=[C:12]([C:14]2[C:15]([O:23][CH3:24])=[CH:16][C:17]([OH:22])=[C:18]([CH2:20][CH3:21])[CH:19]=2)[CH:11]=[CH:10][CH:9]=1, predict the reactants needed to synthesize it. The reactants are: CC1[N:3]([C:8]2[N:13]=[C:12]([C:14]3[CH:19]=[C:18]([CH2:20][CH3:21])[C:17]([OH:22])=[CH:16][C:15]=3[O:23][CH3:24])[CH:11]=[CH:10][CH:9]=2)C(C)=CC=1.Cl.NO.C(OCC)(=O)C.CCCCCC.